Dataset: Forward reaction prediction with 1.9M reactions from USPTO patents (1976-2016). Task: Predict the product of the given reaction. (1) Given the reactants C(OC([N:8]1[CH2:13][CH2:12][N:11]([C:14]2[C:33]([C:34](=[O:45])[NH:35][C:36]3[CH:44]=[CH:43][C:39]4[N:40]=[CH:41][S:42][C:38]=4[CH:37]=3)=[CH:32][C:17]3[N:18]=[C:19]([NH:21][C:22]4[CH:27]=[CH:26][CH:25]=[CH:24][C:23]=4[C:28]([F:31])([F:30])[F:29])[NH:20][C:16]=3[CH:15]=2)[CH2:10][CH2:9]1)=O)(C)(C)C.Cl, predict the reaction product. The product is: [S:42]1[C:38]2[CH:37]=[C:36]([NH:35][C:34]([C:33]3[C:14]([N:11]4[CH2:10][CH2:9][NH:8][CH2:13][CH2:12]4)=[CH:15][C:16]4[NH:20][C:19]([NH:21][C:22]5[CH:27]=[CH:26][CH:25]=[CH:24][C:23]=5[C:28]([F:29])([F:30])[F:31])=[N:18][C:17]=4[CH:32]=3)=[O:45])[CH:44]=[CH:43][C:39]=2[N:40]=[CH:41]1. (2) Given the reactants [CH2:1]([C@@:8]12[CH2:21][CH2:20][C@:19]([OH:26])([C:22]([F:25])([F:24])[F:23])[CH2:18][C@H:17]1[CH2:16][C:15](O)([CH3:27])[C:14]1[CH:13]=[C:12]([C:29]([O:31][CH3:32])=[O:30])[CH:11]=[CH:10][C:9]2=1)[C:2]1[CH:7]=[CH:6][CH:5]=[CH:4][CH:3]=1.O.C1(C)C=CC(S(O)(=O)=O)=CC=1, predict the reaction product. The product is: [CH2:1]([C@@:8]12[CH2:21][CH2:20][C@:19]([OH:26])([C:22]([F:24])([F:25])[F:23])[CH2:18][C@H:17]1[CH:16]=[C:15]([CH3:27])[C:14]1[CH:13]=[C:12]([C:29]([O:31][CH3:32])=[O:30])[CH:11]=[CH:10][C:9]2=1)[C:2]1[CH:7]=[CH:6][CH:5]=[CH:4][CH:3]=1.